This data is from Catalyst prediction with 721,799 reactions and 888 catalyst types from USPTO. The task is: Predict which catalyst facilitates the given reaction. (1) Reactant: [H-].[Na+].C(OP([CH2:11][C:12]1[CH:13]=[C:14]([CH:26]=[CH:27][CH:28]=1)[O:15][C:16]1[CH:21]=[CH:20][C:19]([C:22]([F:25])([F:24])[F:23])=[CH:18][N:17]=1)(OCC)=O)C.O=[C:30]1[CH2:35][CH2:34][CH:33]([C:36]([O:38][CH2:39][CH3:40])=[O:37])[CH2:32][CH2:31]1. Product: [F:25][C:22]([F:23])([F:24])[C:19]1[CH:20]=[CH:21][C:16]([O:15][C:14]2[CH:13]=[C:12]([CH:11]=[C:30]3[CH2:35][CH2:34][CH:33]([C:36]([O:38][CH2:39][CH3:40])=[O:37])[CH2:32][CH2:31]3)[CH:28]=[CH:27][CH:26]=2)=[N:17][CH:18]=1. The catalyst class is: 1. (2) Reactant: [Cl:1][C:2]1[N:7]=[C:6]([NH:8][C:9]2[CH:14]=[CH:13][C:12]([C:15]3([NH:19][C:20](=[O:26])[O:21][C:22]([CH3:25])([CH3:24])[CH3:23])[CH2:18][CH2:17][CH2:16]3)=[CH:11][CH:10]=2)[C:5]([N+:27]([O-])=O)=[CH:4][CH:3]=1.[NH2:30][C:31]1[N:38]=[CH:37][CH:36]=[CH:35][C:32]=1[CH:33]=O.S(S([O-])=O)([O-])=O.[Na+].[Na+].O. Product: [NH2:30][C:31]1[C:32]([C:33]2[N:8]([C:9]3[CH:14]=[CH:13][C:12]([C:15]4([NH:19][C:20](=[O:26])[O:21][C:22]([CH3:25])([CH3:24])[CH3:23])[CH2:18][CH2:17][CH2:16]4)=[CH:11][CH:10]=3)[C:6]3=[N:7][C:2]([Cl:1])=[CH:3][CH:4]=[C:5]3[N:27]=2)=[CH:35][CH:36]=[CH:37][N:38]=1. The catalyst class is: 376. (3) Reactant: [Cl:1][C:2]1[CH:10]=[CH:9][C:5]([C:6](Cl)=[O:7])=[CH:4][CH:3]=1.N1C=CC=CC=1.[CH3:17][C@H:18]1[CH2:27][C@H:26]([NH:28][C:29]2[CH:34]=[CH:33][CH:32]=[CH:31][CH:30]=2)[C:25]2[C:20](=[CH:21][CH:22]=[CH:23][CH:24]=2)[NH:19]1. Product: [NH:28]([CH:26]1[C:25]2[C:20](=[CH:21][CH:22]=[CH:23][CH:24]=2)[N:19]([C:6]([C:5]2[CH:9]=[CH:10][C:2]([Cl:1])=[CH:3][CH:4]=2)=[O:7])[CH:18]([CH3:17])[CH2:27]1)[C:29]1[CH:30]=[CH:31][CH:32]=[CH:33][CH:34]=1. The catalyst class is: 13.